Dataset: Catalyst prediction with 721,799 reactions and 888 catalyst types from USPTO. Task: Predict which catalyst facilitates the given reaction. Reactant: [Cl:1][C:2]1[CH:3]=[C:4]([NH2:14])[C:5]([NH:8][CH2:9][CH:10]2[CH2:13][O:12][CH2:11]2)=[CH:6][CH:7]=1.[Cl:15][CH2:16][C:17](OC)(OC)OC. Product: [Cl:1][C:2]1[CH:7]=[CH:6][C:5]2[N:8]([CH2:9][CH:10]3[CH2:11][O:12][CH2:13]3)[C:17]([CH2:16][Cl:15])=[N:14][C:4]=2[CH:3]=1. The catalyst class is: 8.